Predict the reactants needed to synthesize the given product. From a dataset of Full USPTO retrosynthesis dataset with 1.9M reactions from patents (1976-2016). (1) Given the product [CH2:1]([C:8]1[CH:9]=[N:10][C:11]2[C:16]([C:17]=1[C:18]1[CH:23]=[CH:22][CH:21]=[C:20]([O:24][CH2:30][C:31]3[C:36]([CH3:37])=[CH:35][CH:34]=[CH:33][C:32]=3[CH3:38])[CH:19]=1)=[CH:15][CH:14]=[CH:13][C:12]=2[C:25]([F:28])([F:26])[F:27])[C:2]1[CH:3]=[CH:4][CH:5]=[CH:6][CH:7]=1, predict the reactants needed to synthesize it. The reactants are: [CH2:1]([C:8]1[CH:9]=[N:10][C:11]2[C:16]([C:17]=1[C:18]1[CH:19]=[C:20]([OH:24])[CH:21]=[CH:22][CH:23]=1)=[CH:15][CH:14]=[CH:13][C:12]=2[C:25]([F:28])([F:27])[F:26])[C:2]1[CH:7]=[CH:6][CH:5]=[CH:4][CH:3]=1.Br[CH2:30][C:31]1[C:36]([CH3:37])=[CH:35][CH:34]=[CH:33][C:32]=1[CH3:38]. (2) Given the product [Cl:15][C:16]1[CH:17]=[C:18]([CH2:33][N:34]2[CH2:39][CH2:38][N:37]([C:6]([C@H:4]3[CH2:3][C@H:2]([CH3:1])[CH2:5]3)=[O:8])[C@@H:36]([CH3:40])[CH2:35]2)[C:19]([CH3:32])=[C:20]([NH:22][C:23](=[O:31])[C:24]2[CH:29]=[CH:28][C:27]([CH3:30])=[N:26][CH:25]=2)[CH:21]=1, predict the reactants needed to synthesize it. The reactants are: [CH3:1][CH:2]1[CH2:5][CH:4]([C:6]([OH:8])=O)[CH2:3]1.C(Cl)(=O)C(Cl)=O.[Cl:15][C:16]1[CH:17]=[C:18]([CH2:33][N:34]2[CH2:39][CH2:38][NH:37][C@@H:36]([CH3:40])[CH2:35]2)[C:19]([CH3:32])=[C:20]([NH:22][C:23](=[O:31])[C:24]2[CH:29]=[CH:28][C:27]([CH3:30])=[N:26][CH:25]=2)[CH:21]=1.CCN(CC)CC. (3) Given the product [NH2:3][CH2:12][CH2:13][CH2:14][CH2:15][O:16][C:17]1[CH:18]=[C:19]([CH:47]=[C:48]([O:50][CH2:51][CH2:52][CH3:53])[CH:49]=1)[O:20][C:21]1[C:22]([NH:33][S:34]([C:37]2[CH:38]=[C:39]([CH:44]=[CH:45][CH:46]=2)[C:40]([O:42][CH3:43])=[O:41])(=[O:36])=[O:35])=[CH:23][C:24]2[N:28]([CH3:29])[C:27](=[O:30])[N:26]([CH3:31])[C:25]=2[CH:32]=1, predict the reactants needed to synthesize it. The reactants are: O=C1C2C(=CC=CC=2)C(=O)[N:3]1[CH2:12][CH2:13][CH2:14][CH2:15][O:16][C:17]1[CH:18]=[C:19]([CH:47]=[C:48]([O:50][CH2:51][CH2:52][CH3:53])[CH:49]=1)[O:20][C:21]1[C:22]([NH:33][S:34]([C:37]2[CH:38]=[C:39]([CH:44]=[CH:45][CH:46]=2)[C:40]([O:42][CH3:43])=[O:41])(=[O:36])=[O:35])=[CH:23][C:24]2[N:28]([CH3:29])[C:27](=[O:30])[N:26]([CH3:31])[C:25]=2[CH:32]=1.O.NN. (4) Given the product [C:1]([N:4]1[C:13]2[C:8](=[CH:9][C:10]([C:14]([NH2:29])=[O:15])=[CH:11][CH:12]=2)[C@H:7]([NH:17][C:18]2[N:23]=[C:22]([CH3:24])[CH:21]=[CH:20][N:19]=2)[C@@H:6]([CH3:25])[C@@H:5]1[CH2:26][CH3:27])(=[O:3])[CH3:2], predict the reactants needed to synthesize it. The reactants are: [C:1]([N:4]1[C:13]2[C:8](=[CH:9][C:10]([C:14](O)=[O:15])=[CH:11][CH:12]=2)[C@H:7]([NH:17][C:18]2[N:23]=[C:22]([CH3:24])[CH:21]=[CH:20][N:19]=2)[C@@H:6]([CH3:25])[C@@H:5]1[CH2:26][CH3:27])(=[O:3])[CH3:2].C[N:29](C(ON1N=NC2C=CC=NC1=2)=[N+](C)C)C.F[P-](F)(F)(F)(F)F.CCN(C(C)C)C(C)C.[Cl-].[NH4+]. (5) The reactants are: [Si:1]([O:8][CH:9]1[CH2:13][N:12](C(OC(C)(C)C)=O)[C@@H:11]([C:21]2[CH:26]=[C:25]([F:27])[CH:24]=[CH:23][C:22]=2[O:28][CH3:29])[CH2:10]1)([C:4]([CH3:7])([CH3:6])[CH3:5])([CH3:3])[CH3:2].[C:30]([OH:36])([C:32]([F:35])([F:34])[F:33])=[O:31]. Given the product [F:33][C:32]([F:35])([F:34])[C:30]([OH:36])=[O:31].[Si:1]([O:8][CH:9]1[CH2:13][NH:12][C@@H:11]([C:21]2[CH:26]=[C:25]([F:27])[CH:24]=[CH:23][C:22]=2[O:28][CH3:29])[CH2:10]1)([C:4]([CH3:7])([CH3:6])[CH3:5])([CH3:2])[CH3:3], predict the reactants needed to synthesize it.